The task is: Predict the reactants needed to synthesize the given product.. This data is from Full USPTO retrosynthesis dataset with 1.9M reactions from patents (1976-2016). Given the product [CH:10]([O:1][CH:2]([CH3:9])[C:3]([O:5][CH2:6][C:7]#[CH:8])=[O:4])=[O:11], predict the reactants needed to synthesize it. The reactants are: [OH:1][CH:2]([CH3:9])[C:3]([O:5][CH2:6][C:7]#[CH:8])=[O:4].[CH:10](O)=[O:11].CNC1(NC)C=CN=CC1.C1(N=C=NC2CCCCC2)CCCCC1.